Predict the reactants needed to synthesize the given product. From a dataset of Full USPTO retrosynthesis dataset with 1.9M reactions from patents (1976-2016). (1) Given the product [NH:30]1[C:26]2=[N:27][CH:28]=[CH:29][C:24]([CH2:23][NH:22][C:20](=[S:21])[NH:19][CH2:18][C:14]3[CH:13]=[C:12]([NH:11][C:9](=[O:10])[CH2:8][NH2:7])[CH:17]=[CH:16][CH:15]=3)=[C:25]2[CH:32]=[CH:31]1, predict the reactants needed to synthesize it. The reactants are: C(OC(=O)[NH:7][CH2:8][C:9]([NH:11][C:12]1[CH:17]=[CH:16][CH:15]=[C:14]([CH2:18][NH:19][C:20]([NH:22][CH2:23][C:24]2[CH:29]=[CH:28][N:27]=[C:26]3[NH:30][CH:31]=[CH:32][C:25]=23)=[S:21])[CH:13]=1)=[O:10])(C)(C)C.C(O)(C(F)(F)F)=O. (2) Given the product [NH2:1][C:4]1[CH:15]=[CH:14][C:7]([CH2:8][NH:9][S:10]([CH3:13])(=[O:12])=[O:11])=[CH:6][CH:5]=1, predict the reactants needed to synthesize it. The reactants are: [N+:1]([C:4]1[CH:15]=[CH:14][C:7]([CH2:8][NH:9][S:10]([CH3:13])(=[O:12])=[O:11])=[CH:6][CH:5]=1)([O-])=O.[H][H]. (3) Given the product [CH3:18][NH:19][S:20]([N:4]1[CH2:5][CH2:6][N:7]([C:9]2[C:10]3[CH:17]=[CH:16][NH:15][C:11]=3[N:12]=[CH:13][N:14]=2)[CH2:8][C:3]21[CH2:1][CH2:2]2)(=[O:22])=[O:21], predict the reactants needed to synthesize it. The reactants are: [CH2:1]1[C:3]2([CH2:8][N:7]([C:9]3[C:10]4[CH:17]=[CH:16][NH:15][C:11]=4[N:12]=[CH:13][N:14]=3)[CH2:6][CH2:5][NH:4]2)[CH2:2]1.[CH3:18][NH:19][S:20](Cl)(=[O:22])=[O:21].O. (4) Given the product [Br:1][C:2]1[CH:3]=[C:4]([C:12]([CH3:15])([CH3:14])[CH3:13])[C:5]([OH:11])=[C:6]([CH:10]=1)[C:7]([NH:22][C:21]1[CH:23]=[CH:24][C:18]([C:16]#[N:17])=[CH:19][CH:20]=1)=[O:9], predict the reactants needed to synthesize it. The reactants are: [Br:1][C:2]1[CH:3]=[C:4]([C:12]([CH3:15])([CH3:14])[CH3:13])[C:5]([OH:11])=[C:6]([CH:10]=1)[C:7]([OH:9])=O.[C:16]([C:18]1[CH:24]=[CH:23][C:21]([NH2:22])=[CH:20][CH:19]=1)#[N:17]. (5) The reactants are: C(P([C:18]([CH3:21])([CH3:20])C)C1C=CC=CC=1C1C=CC=CC=1)(C)(C)C.[CH2:22](O[SiH](OCC)OCC)C.C[N:33]1[CH2:37][CH2:36][CH2:35][C:34]1=O. Given the product [CH:34]([N:33]([CH:18]([CH3:20])[CH3:21])[CH2:37][CH3:36])([CH3:35])[CH3:22], predict the reactants needed to synthesize it. (6) The reactants are: [Na].[CH3:2][CH:3]([CH3:6])[CH2:4][OH:5].Cl[C:8]1[CH:16]=[N:15][CH:14]=[CH:13][C:9]=1[C:10]([OH:12])=[O:11]. Given the product [CH2:4]([O:5][C:8]1[CH:16]=[N:15][CH:14]=[CH:13][C:9]=1[C:10]([OH:12])=[O:11])[CH:3]([CH3:6])[CH3:2], predict the reactants needed to synthesize it.